Dataset: CYP1A2 inhibition data for predicting drug metabolism from PubChem BioAssay. Task: Regression/Classification. Given a drug SMILES string, predict its absorption, distribution, metabolism, or excretion properties. Task type varies by dataset: regression for continuous measurements (e.g., permeability, clearance, half-life) or binary classification for categorical outcomes (e.g., BBB penetration, CYP inhibition). Dataset: cyp1a2_veith. (1) The drug is O=C(Nc1ccccc1Cl)c1ccccc1Cl. The result is 1 (inhibitor). (2) The molecule is CCCCN(CC)Cc1ccc(CNC(=O)Nc2ccc(OC)cc2OC)o1. The result is 0 (non-inhibitor). (3) The molecule is CCc1ccc(NC(=O)Cn2nc(C(F)(F)F)c3c2CCC3)cc1. The result is 1 (inhibitor).